Dataset: Forward reaction prediction with 1.9M reactions from USPTO patents (1976-2016). Task: Predict the product of the given reaction. (1) Given the reactants N1C=CC=CC=1.[OH-:7].[Na+].[N+]([C:12]1C=CC=C[C:13]=1[C:14]([O-:16])=O)([O-])=O.[CH:21]1[C:33]2[CH:32]([CH2:34][O:35][C:36]([NH:38][C@@H:39]([CH2:47][SH:48])[C:40]([O:42][C:43]([CH3:46])([CH3:45])[CH3:44])=[O:41])=[O:37])[C:31]3[C:26](=[CH:27][CH:28]=[CH:29][CH:30]=3)[C:25]=2[CH:24]=[CH:23][CH:22]=1, predict the reaction product. The product is: [CH:30]1[C:31]2[CH:32]([CH2:34][O:35][C:36]([NH:38][C@@H:39]([CH2:47][S:48][CH2:12][C@H:13]([OH:7])[CH2:14][OH:16])[C:40]([O:42][C:43]([CH3:44])([CH3:45])[CH3:46])=[O:41])=[O:37])[C:33]3[C:25](=[CH:24][CH:23]=[CH:22][CH:21]=3)[C:26]=2[CH:27]=[CH:28][CH:29]=1. (2) Given the reactants N[C@H:2]([CH:7]=[O:8])CCSC.[C:9]([O:13]CCO)(=[O:12])[CH:10]=[CH2:11].[O:17]=[C:18]=[N:19]C1CC(C)(C)CC(C)(CN=C=O)C1, predict the reaction product. The product is: [C:9]([OH:13])(=[O:12])[CH:10]=[CH2:11].[NH2:19][C:18]([O:8][CH2:7][CH3:2])=[O:17]. (3) Given the reactants BrCCBr.C[Si](Cl)(C)C.I[CH:11]1[CH2:14][N:13]([C:15]([O:17][C:18]([CH3:21])([CH3:20])[CH3:19])=[O:16])[CH2:12]1.Br[C:23]1[CH:28]=[C:27]([CH3:29])[CH:26]=[CH:25][N:24]=1, predict the reaction product. The product is: [CH3:29][C:27]1[CH:26]=[CH:25][N:24]=[C:23]([CH:11]2[CH2:14][N:13]([C:15]([O:17][C:18]([CH3:21])([CH3:20])[CH3:19])=[O:16])[CH2:12]2)[CH:28]=1. (4) Given the reactants [NH2:1][C:2]1[CH:3]=[C:4]([CH:9]=[CH:10][CH:11]=1)[C:5]([O:7][CH3:8])=[O:6].[Cl:12][C:13]1[CH:14]=[C:15]([C:20]2[CH:21]=[C:22]([S:26](Cl)(=[O:28])=[O:27])[CH:23]=[CH:24][CH:25]=2)[CH:16]=[C:17]([Cl:19])[CH:18]=1.[Li+:30].[OH-].[CH3:32][C:33]([OH:35])=[O:34], predict the reaction product. The product is: [Cl:19][C:17]1[CH:16]=[C:15]([C:20]2[CH:25]=[CH:24][CH:23]=[C:22]([S:26]([NH:1][C:2]3[CH:3]=[C:4]([CH:9]=[CH:10][CH:11]=3)[C:5]([O:7][CH3:8])=[O:6])(=[O:28])=[O:27])[CH:21]=2)[CH:14]=[C:13]([Cl:12])[CH:18]=1.[Cl:19][C:17]1[CH:16]=[C:15]([C:20]2[CH:21]=[C:22]([S:26]([NH:1][C:2]3[CH:3]=[C:4]([CH:9]=[CH:10][CH:11]=3)[C:5]([OH:7])=[O:6])(=[O:28])=[O:27])[CH:23]=[CH:24][CH:25]=2)[CH:14]=[C:13]([Cl:12])[CH:18]=1.[Li:30][O:34][C:33]([CH3:32])=[O:35]. (5) Given the reactants [C:1]([O:5][C:6]([N:8]1[CH2:12][CH2:11][CH:10]([C:13]2[N:14]([CH3:29])[C:15]3[C:20]([N:21]=2)=[C:19]([N:22]2[CH2:27][CH2:26][O:25][CH2:24][CH2:23]2)[N:18]=[C:17](Cl)[N:16]=3)[CH2:9]1)=[O:7])([CH3:4])([CH3:3])[CH3:2].[CH2:30]([C:32]1[NH:33][C:34]2[CH:40]=[CH:39][CH:38]=[CH:37][C:35]=2[N:36]=1)[CH3:31].CC(C1C=C(C(C)C)C(C2C=CC=CC=2P(C2CCCCC2)C2CCCCC2)=C(C(C)C)C=1)C.C([O-])([O-])=O.[Cs+].[Cs+], predict the reaction product. The product is: [CH2:30]([C:32]1[N:33]([C:17]2[N:16]=[C:15]3[C:20]([N:21]=[C:13]([CH:10]4[CH2:11][CH2:12][N:8]([C:6]([O:5][C:1]([CH3:4])([CH3:3])[CH3:2])=[O:7])[CH2:9]4)[N:14]3[CH3:29])=[C:19]([N:22]3[CH2:27][CH2:26][O:25][CH2:24][CH2:23]3)[N:18]=2)[C:34]2[CH:40]=[CH:39][CH:38]=[CH:37][C:35]=2[N:36]=1)[CH3:31].